Dataset: Peptide-MHC class I binding affinity with 185,985 pairs from IEDB/IMGT. Task: Regression. Given a peptide amino acid sequence and an MHC pseudo amino acid sequence, predict their binding affinity value. This is MHC class I binding data. (1) The peptide sequence is LMQWWSDYV. The binding affinity (normalized) is 0.0847. The MHC is HLA-A30:01 with pseudo-sequence HLA-A30:01. (2) The peptide sequence is SVQWFRLPR. The MHC is HLA-C04:01 with pseudo-sequence HLA-C04:01. The binding affinity (normalized) is 0.213.